Task: Predict the product of the given reaction.. Dataset: Forward reaction prediction with 1.9M reactions from USPTO patents (1976-2016) (1) Given the reactants [CH2:1]([O:3][C:4]([C:6]1[C:7]([OH:22])=[C:8]2[C:15]([C:16]3[CH:21]=[CH:20][CH:19]=[CH:18][CH:17]=3)=[N:14][S:13][C:9]2=[C:10](Br)[N:11]=1)=[O:5])[CH3:2].C([Sn](CCCC)(CCCC)[C:28]1[CH:29]=[N:30][CH:31]=[CH:32][CH:33]=1)CCC, predict the reaction product. The product is: [CH2:1]([O:3][C:4]([C:6]1[C:7]([OH:22])=[C:8]2[C:15]([C:16]3[CH:21]=[CH:20][CH:19]=[CH:18][CH:17]=3)=[N:14][S:13][C:9]2=[C:10]([C:28]2[CH:29]=[N:30][CH:31]=[CH:32][CH:33]=2)[N:11]=1)=[O:5])[CH3:2]. (2) Given the reactants [C:1]([O:5][C:6]([N:8]1[CH2:13][CH2:12][CH2:11][CH2:10][C@@H:9]1[CH:14]=[N:15][OH:16])=[O:7])([CH3:4])([CH3:3])[CH3:2].[Cl:17]N1C(=O)CCC1=O, predict the reaction product. The product is: [Cl:17][C:14](=[N:15][OH:16])[C@H:9]1[CH2:10][CH2:11][CH2:12][CH2:13][N:8]1[C:6]([O:5][C:1]([CH3:4])([CH3:2])[CH3:3])=[O:7]. (3) Given the reactants [H-].[Na+].[OH:3]/[N:4]=[C:5](/[C:12]1[CH:17]=[CH:16][CH:15]=[CH:14][CH:13]=1)\[CH2:6][CH2:7][C:8]([O:10][CH3:11])=[O:9].Cl[CH2:19][C:20]1[CH:40]=[CH:39][C:23]([O:24][CH2:25][CH2:26][C:27]2[N:28]=[C:29]([C:33]3[CH:38]=[CH:37][CH:36]=[CH:35][CH:34]=3)[O:30][C:31]=2[CH3:32])=[CH:22][CH:21]=1.Cl.C(=O)(O)[O-].[Na+], predict the reaction product. The product is: [CH3:32][C:31]1[O:30][C:29]([C:33]2[CH:34]=[CH:35][CH:36]=[CH:37][CH:38]=2)=[N:28][C:27]=1[CH2:26][CH2:25][O:24][C:23]1[CH:22]=[CH:21][C:20]([CH2:19][O:3]/[N:4]=[C:5](/[C:12]2[CH:17]=[CH:16][CH:15]=[CH:14][CH:13]=2)\[CH2:6][CH2:7][C:8]([O:10][CH3:11])=[O:9])=[CH:40][CH:39]=1. (4) Given the reactants [NH2:1][CH:2]([CH2:12][C:13]1[CH:18]=[CH:17][C:16]([CH3:19])=[C:15]([O:20][C:21]([F:26])([F:25])[CH:22]([F:24])[F:23])[CH:14]=1)[CH:3]([C:5]1[CH:10]=[CH:9][C:8]([F:11])=[CH:7][CH:6]=1)[OH:4].[C:27]1([C:38](O)=[O:39])[CH:28]=[CH:29][CH:30]=[C:31]2[CH2:37][CH2:36][CH2:35][CH:34]=[CH:33][C:32]=12.Cl.C(N=C=NCCCN(C)C)C.ON1C2C=CC=CC=2N=N1, predict the reaction product. The product is: [F:11][C:8]1[CH:9]=[CH:10][C:5]([CH:3]([OH:4])[CH:2]([NH:1][C:38]([C:27]2[CH:28]=[CH:29][CH:30]=[C:31]3[CH2:37][CH2:36][CH2:35][CH:34]=[CH:33][C:32]=23)=[O:39])[CH2:12][C:13]2[CH:18]=[CH:17][C:16]([CH3:19])=[C:15]([O:20][C:21]([F:26])([F:25])[CH:22]([F:24])[F:23])[CH:14]=2)=[CH:6][CH:7]=1. (5) Given the reactants [NH:1]([C:3]1[CH:18]=[CH:17][C:6]([C:7]([NH:9][CH2:10][CH:11]2[CH2:16][CH2:15][O:14][CH2:13][CH2:12]2)=[O:8])=[CH:5][N:4]=1)[NH2:2].[Cl:19][C:20]1[CH:25]=[C:24]([C:26]#[N:27])[CH:23]=[CH:22][C:21]=1[C:28](=[CH:34]N(C)C)[C:29](OCC)=[O:30], predict the reaction product. The product is: [Cl:19][C:20]1[CH:25]=[C:24]([C:26]#[N:27])[CH:23]=[CH:22][C:21]=1[C:28]1[CH:34]=[N:2][N:1]([C:3]2[CH:18]=[CH:17][C:6]([C:7]([NH:9][CH2:10][CH:11]3[CH2:16][CH2:15][O:14][CH2:13][CH2:12]3)=[O:8])=[CH:5][N:4]=2)[C:29]=1[OH:30].